This data is from Reaction yield outcomes from USPTO patents with 853,638 reactions. The task is: Predict the reaction yield, written as a fraction of the theoretical maximum amount of product (1.0 means a 100% yield; for example, 0.34 means a 34% yield). (1) The reactants are Cl[C:2]1[CH:7]=[CH:6][N:5]2[N:8]=[CH:9][C:10]([CH:11]=[O:12])=[C:4]2[N:3]=1.[C:13]([C:17]1[CH:18]=[C:19]([CH:21]=[CH:22][CH:23]=1)[NH2:20])([CH3:16])([CH3:15])[CH3:14]. The catalyst is O1CCOCC1. The product is [C:13]([C:17]1[CH:18]=[C:19]([NH:20][C:2]2[CH:7]=[CH:6][N:5]3[N:8]=[CH:9][C:10]([CH:11]=[O:12])=[C:4]3[N:3]=2)[CH:21]=[CH:22][CH:23]=1)([CH3:16])([CH3:14])[CH3:15]. The yield is 0.960. (2) The reactants are O[C@@H]1C2N=CN=C(N3CCN(C(OC(C)(C)C)=O)CC3)C=2[C@H](C)C1.CCN(S(F)(F)F)CC.[F:34][C@H:35]1[C:39]2[N:40]=[CH:41][N:42]=[C:43]([N:44]3[CH2:49][CH2:48][N:47](C(OC(C)(C)C)=O)[CH2:46][CH2:45]3)[C:38]=2[C@H:37]([CH3:57])[CH2:36]1.[ClH:58]. The catalyst is C(Cl)Cl.O1CCOCC1. The product is [ClH:58].[ClH:58].[F:34][C@H:35]1[C:39]2[N:40]=[CH:41][N:42]=[C:43]([N:44]3[CH2:45][CH2:46][NH:47][CH2:48][CH2:49]3)[C:38]=2[C@H:37]([CH3:57])[CH2:36]1. The yield is 0.960.